Dataset: Catalyst prediction with 721,799 reactions and 888 catalyst types from USPTO. Task: Predict which catalyst facilitates the given reaction. (1) Reactant: [F:1][C:2]([F:23])([F:22])[C:3]1[CH:8]=[CH:7][C:6]([C:9]2[CH2:14][CH2:13][N:12]([C:15]([O:17][C:18]([CH3:21])([CH3:20])[CH3:19])=[O:16])[CH2:11][CH:10]=2)=[CH:5][CH:4]=1.[OH-:24].[Na+].OO. Product: [OH:24][CH:10]1[CH:9]([C:6]2[CH:5]=[CH:4][C:3]([C:2]([F:22])([F:1])[F:23])=[CH:8][CH:7]=2)[CH2:14][CH2:13][N:12]([C:15]([O:17][C:18]([CH3:20])([CH3:19])[CH3:21])=[O:16])[CH2:11]1. The catalyst class is: 76. (2) Reactant: [C:1]([O:5][C:6]([NH:8][C@H:9]([C:14](N(OC)C)=[O:15])[CH2:10][CH2:11][S:12][CH3:13])=[O:7])([CH3:4])([CH3:3])[CH3:2].C[Li].[CH3:22]CCCCC. Product: [C:1]([O:5][C:6](=[O:7])[NH:8][C@@H:9]([CH2:10][CH2:11][S:12][CH3:13])[C:14](=[O:15])[CH3:22])([CH3:2])([CH3:3])[CH3:4]. The catalyst class is: 1.